From a dataset of Forward reaction prediction with 1.9M reactions from USPTO patents (1976-2016). Predict the product of the given reaction. (1) Given the reactants [S:1]1[CH:5]=[CH:4][C:3]([CH2:6][C:7]([O:9][CH2:10][CH3:11])=[O:8])=[CH:2]1.C1C(=O)N([Br:19])C(=O)C1, predict the reaction product. The product is: [Br:19][C:2]1[S:1][CH:5]=[CH:4][C:3]=1[CH2:6][C:7]([O:9][CH2:10][CH3:11])=[O:8]. (2) Given the reactants CN(C(ON1N=NC2C=CC=NC1=2)=[N+](C)C)C.F[P-](F)(F)(F)(F)F.C(N(CC)C(C)C)(C)C.[F:34][C:35]1[CH:55]=[CH:54][CH:53]=[C:52]([F:56])[C:36]=1[CH2:37][O:38][C:39]1[C:40]2[N:41]([C:45]([C:49]([OH:51])=O)=[C:46]([CH3:48])[N:47]=2)[CH:42]=[CH:43][CH:44]=1.Cl.Cl.[CH:59]([O:62][CH2:63][CH:64]([NH2:67])[CH2:65][NH2:66])([CH3:61])[CH3:60], predict the reaction product. The product is: [NH2:67][CH:64]([CH2:63][O:62][CH:59]([CH3:61])[CH3:60])[CH2:65][NH:66][C:49]([C:45]1[N:41]2[CH:42]=[CH:43][CH:44]=[C:39]([O:38][CH2:37][C:36]3[C:35]([F:34])=[CH:55][CH:54]=[CH:53][C:52]=3[F:56])[C:40]2=[N:47][C:46]=1[CH3:48])=[O:51]. (3) Given the reactants Br[CH2:2][C:3]1[C:8]([N+:9]([O-:11])=[O:10])=[CH:7][CH:6]=[CH:5][N:4]=1.[CH3:12][C:13]1[CH:18]=[C:17]([CH3:19])[CH:16]=[CH:15][C:14]=1[OH:20], predict the reaction product. The product is: [CH3:12][C:13]1[CH:18]=[C:17]([CH3:19])[CH:16]=[CH:15][C:14]=1[O:20][CH2:2][C:3]1[C:8]([N+:9]([O-:11])=[O:10])=[CH:7][CH:6]=[CH:5][N:4]=1. (4) The product is: [CH:1]1([C:4]2[CH:12]=[CH:11][CH:10]=[C:9]3[C:5]=2[C:6]([C:17]([N:37]2[CH2:38][CH2:39][CH:34]([C:29]4[CH:28]=[C:27]([CH:32]=[CH:31][C:30]=4[F:33])[CH2:26][NH:25][C:23](=[O:24])[C:22]([F:41])([F:40])[F:21])[CH2:35][CH2:36]2)=[O:18])=[CH:7][N:8]3[CH2:13][CH2:14][O:15][CH3:16])[CH2:3][CH2:2]1. Given the reactants [CH:1]1([C:4]2[CH:12]=[CH:11][CH:10]=[C:9]3[C:5]=2[C:6]([C:17](O)=[O:18])=[CH:7][N:8]3[CH2:13][CH2:14][O:15][CH3:16])[CH2:3][CH2:2]1.Cl.[F:21][C:22]([F:41])([F:40])[C:23]([NH:25][CH2:26][C:27]1[CH:32]=[CH:31][C:30]([F:33])=[C:29]([CH:34]2[CH2:39][CH2:38][NH:37][CH2:36][CH2:35]2)[CH:28]=1)=[O:24], predict the reaction product. (5) Given the reactants [F:1][CH:2]([F:5])[CH2:3][OH:4].[H-].[Na+].Br[C:9]1[CH:14]=[CH:13][C:12]([Br:15])=[CH:11][N:10]=1, predict the reaction product. The product is: [Br:15][C:12]1[CH:13]=[CH:14][C:9]([O:4][CH2:3][CH:2]([F:5])[F:1])=[N:10][CH:11]=1. (6) Given the reactants [Zn:1].[OH2:2].[F:3][CH:4]([F:9])[S:5](Cl)(=[O:7])=[O:6], predict the reaction product. The product is: [F:3][CH:4]([F:9])[S:5]([O:7][Zn:1][O:2][S:5]([CH:4]([F:9])[F:3])=[O:6])=[O:6]. (7) Given the reactants [CH3:1][O:2][C:3](=[O:18])[C:4]1[CH:16]=[C:15](I)[CH:14]=[C:6]([C:7]([N:9]([CH3:13])[CH2:10][CH2:11][CH3:12])=[O:8])[CH:5]=1.[NH:19]1[CH2:23][CH2:22][CH2:21][C:20]1=[O:24].C(N)CN.C(=O)([O-])[O-].[Cs+].[Cs+], predict the reaction product. The product is: [CH3:1][O:2][C:3](=[O:18])[C:4]1[CH:16]=[C:15]([N:19]2[CH2:23][CH2:22][CH2:21][C:20]2=[O:24])[CH:14]=[C:6]([C:7]([N:9]([CH3:13])[CH2:10][CH2:11][CH3:12])=[O:8])[CH:5]=1.